This data is from Forward reaction prediction with 1.9M reactions from USPTO patents (1976-2016). The task is: Predict the product of the given reaction. (1) Given the reactants C[Si]([C:5]#[C:6][C:7]1[CH:22]=[CH:21][C:10]([C:11]([O:13][CH2:14][CH2:15][CH2:16][CH2:17][CH2:18][CH2:19][CH3:20])=[O:12])=[CH:9][CH:8]=1)(C)C.C(=O)([O-])[O-].[K+].[K+], predict the reaction product. The product is: [C:6]([C:7]1[CH:22]=[CH:21][C:10]([C:11]([O:13][CH2:14][CH2:15][CH2:16][CH2:17][CH2:18][CH2:19][CH3:20])=[O:12])=[CH:9][CH:8]=1)#[CH:5]. (2) Given the reactants C([O:8][NH:9][C:10](=[O:32])[CH2:11][CH2:12][CH2:13][CH2:14][CH2:15][CH2:16][CH2:17][O:18][C:19]1[C:31]2[C:30]3[C:25](=[CH:26][CH:27]=[CH:28][CH:29]=3)[NH:24][C:23]=2[CH:22]=[CH:21][CH:20]=1)C1C=CC=CC=1, predict the reaction product. The product is: [OH:8][NH:9][C:10](=[O:32])[CH2:11][CH2:12][CH2:13][CH2:14][CH2:15][CH2:16][CH2:17][O:18][C:19]1[C:31]2[C:30]3[C:25](=[CH:26][CH:27]=[CH:28][CH:29]=3)[NH:24][C:23]=2[CH:22]=[CH:21][CH:20]=1. (3) Given the reactants [Br:1][C:2]1[CH:14]=[C:13]2[C:5]([C:6]3[CH:7]=[CH:8][C:9]([C:21]4[CH:33]=[CH:32][C:31]5[C:30]6[C:25](=[CH:26][C:27](I)=[CH:28][CH:29]=6)[C:24]([CH2:38][CH2:39][CH3:40])([CH2:35][CH2:36][CH3:37])[C:23]=5[CH:22]=4)=[CH:10][C:11]=3[C:12]2([CH2:18][CH2:19][CH3:20])[CH2:15][CH2:16][CH3:17])=[CH:4][CH:3]=1.[CH2:41]([CH:43]([CH2:61][CH2:62][CH2:63][CH3:64])[CH2:44][O:45][C:46]1[CH:51]=[CH:50][C:49](B2OC(C)(C)C(C)(C)O2)=[CH:48][CH:47]=1)[CH3:42].C(=O)([O-])[O-].[K+].[K+].C1(C)C=CC=CC=1, predict the reaction product. The product is: [Br:1][C:2]1[CH:14]=[C:13]2[C:5]([C:6]3[CH:7]=[CH:8][C:9]([C:21]4[CH:33]=[CH:32][C:31]5[C:30]6[C:25](=[CH:26][C:27]([C:49]7[CH:50]=[CH:51][C:46]([O:45][CH2:44][CH:43]([CH2:41][CH3:42])[CH2:61][CH2:62][CH2:63][CH3:64])=[CH:47][CH:48]=7)=[CH:28][CH:29]=6)[C:24]([CH2:38][CH2:39][CH3:40])([CH2:35][CH2:36][CH3:37])[C:23]=5[CH:22]=4)=[CH:10][C:11]=3[C:12]2([CH2:18][CH2:19][CH3:20])[CH2:15][CH2:16][CH3:17])=[CH:4][CH:3]=1. (4) Given the reactants CN1CC[O:5][CH2:4][CH2:3]1.[CH3:8][C:9]1[CH:10]=[C:11]([CH:32]=[C:33]([CH3:35])[CH:34]=1)[C:12]([C:14]1([NH:20][C:21](=[O:31])[C:22]2[CH:27]=[CH:26][CH:25]=[C:24]([O:28][CH3:29])[C:23]=2[CH3:30])[CH2:19][CH2:18][NH:17][CH2:16][CH2:15]1)=[O:13].C(Cl)(=O)C, predict the reaction product. The product is: [C:4]([N:17]1[CH2:16][CH2:15][C:14]([NH:20][C:21](=[O:31])[C:22]2[CH:27]=[CH:26][CH:25]=[C:24]([O:28][CH3:29])[C:23]=2[CH3:30])([C:12](=[O:13])[C:11]2[CH:10]=[C:9]([CH3:8])[CH:34]=[C:33]([CH3:35])[CH:32]=2)[CH2:19][CH2:18]1)(=[O:5])[CH3:3].